Dataset: HIV replication inhibition screening data with 41,000+ compounds from the AIDS Antiviral Screen. Task: Binary Classification. Given a drug SMILES string, predict its activity (active/inactive) in a high-throughput screening assay against a specified biological target. (1) The drug is O=C(O)C(=O)O.O=c1c2ccccc2nc(-c2ccccc2)n1NCC1(O)OCC(O)C(O)C1O. The result is 0 (inactive). (2) The molecule is Cc1nc(O)c2c(n1)N(C)C(=S)N1CCCCCCCC21. The result is 0 (inactive). (3) The drug is COc1ccccc1C=Cc1ccnc2ccccc12. The result is 0 (inactive). (4) The drug is Oc1ccc(-c2cc(-c3cc(-c4ccc(O)cc4)no3)on2)cc1. The result is 0 (inactive).